This data is from Forward reaction prediction with 1.9M reactions from USPTO patents (1976-2016). The task is: Predict the product of the given reaction. (1) Given the reactants [CH3:1][C:2]1[C:6]([CH2:7][C:8]2[NH:12][C:11]3[CH:13]=[C:14]([CH2:17][C:18]([O:20]C)=O)[CH:15]=[CH:16][C:10]=3[N:9]=2)=[C:5]([CH3:22])[O:4][N:3]=1.[CH3:23][C:24]1[CH:29]=[C:28]([CH3:30])[CH:27]=[CH:26][C:25]=1[CH:31]([C:33]1[CH:38]=[CH:37][CH:36]=[CH:35][CH:34]=1)[NH2:32].CC1C=C(C)C=CC=1C(N)COC(C)C, predict the reaction product. The product is: [CH3:1][C:2]1[C:6]([CH2:7][C:8]2[NH:9][C:10]3[CH:16]=[CH:15][C:14]([CH2:17][C:18]([NH:32][CH:31]([C:25]4[CH:26]=[CH:27][C:28]([CH3:30])=[CH:29][C:24]=4[CH3:23])[C:33]4[CH:34]=[CH:35][CH:36]=[CH:37][CH:38]=4)=[O:20])=[CH:13][C:11]=3[N:12]=2)=[C:5]([CH3:22])[O:4][N:3]=1. (2) Given the reactants N(C(C)C)(C(C)C)CC.[Cl:10][C:11]1[C:12]([CH:17]([NH2:34])[C:18]2[CH:27]=[C:26]3[C:21]([CH:22]=[CH:23][C:24](C4C=CC=CC=4)=[N:25]3)=[CH:20][CH:19]=2)=[N:13][CH:14]=[CH:15][N:16]=1.[CH:35]1([C:39](Cl)=O)[CH2:38][CH2:37][CH2:36]1, predict the reaction product. The product is: [Cl:10][C:11]1[C:12]2[N:13]([C:39]([CH:35]3[CH2:38][CH2:37][CH2:36]3)=[N:34][C:17]=2[C:18]2[CH:27]=[C:26]3[C:21]([CH:22]=[CH:23][CH:24]=[N:25]3)=[CH:20][CH:19]=2)[CH:14]=[CH:15][N:16]=1. (3) Given the reactants [Cl-].[CH3:2][O:3][CH2:4][P+](C1C=CC=CC=1)(C1C=CC=CC=1)C1C=CC=CC=1.C1([Li])C=CC=CC=1.[Cl:31][C:32]1[CH:37]=[CH:36][N:35]=[C:34]([C:38]([CH:40]2[CH2:42][CH2:41]2)=O)[C:33]=1[O:43][CH:44](F)F, predict the reaction product. The product is: [Cl:31][C:32]1[CH:37]=[CH:36][N:35]=[C:34]([C:38]([CH:40]2[CH2:42][CH2:41]2)=[CH:2][O:3][CH3:4])[C:33]=1[O:43][CH3:44]. (4) Given the reactants C([O:4][CH2:5][C:6]1[NH:7][CH:8]=[C:9]([S:13]C(C)(C)C)[C:10](=[O:12])[CH:11]=1)(=O)C.[ClH:18], predict the reaction product. The product is: [ClH:18].[OH:4][CH2:5][CH:6]1[CH:11]=[C:10]([OH:12])[C:9]([SH:13])=[CH:8][NH:7]1. (5) Given the reactants I[C:2]1[CH:7]=[CH:6][C:5]([N:8]2[CH:13]=[C:12]([O:14][CH3:15])[C:11](=[O:16])[C:10]([C:17]([N:19]([O:21][CH3:22])[CH3:20])=[O:18])=[N:9]2)=[C:4]([O:23][CH3:24])[CH:3]=1.[NH:25]1[CH:29]=[CH:28][CH:27]=[N:26]1.C(=NO)C1C(=CC=CC=1)O.C([O-])([O-])=O.[Cs+].[Cs+], predict the reaction product. The product is: [CH3:22][O:21][N:19]([CH3:20])[C:17]([C:10]1[C:11](=[O:16])[C:12]([O:14][CH3:15])=[CH:13][N:8]([C:5]2[CH:6]=[CH:7][C:2]([N:25]3[CH:29]=[CH:28][CH:27]=[N:26]3)=[CH:3][C:4]=2[O:23][CH3:24])[N:9]=1)=[O:18]. (6) Given the reactants [CH3:1][C:2]1[N:36]=[C:5]2[N:6]([CH:29]3[CH2:34][CH2:33][C:32](=[O:35])[CH2:31][CH2:30]3)[C:7](=[O:28])[C:8]([CH2:13][C:14]3[CH:19]=[CH:18][C:17]([C:20]4[C:21]([C:26]#[N:27])=[CH:22][CH:23]=[CH:24][CH:25]=4)=[CH:16][CH:15]=3)=[C:9]([CH2:10][CH2:11][CH3:12])[N:4]2[N:3]=1.CO.[BH4-].[Na+], predict the reaction product. The product is: [OH:35][CH:32]1[CH2:33][CH2:34][CH:29]([N:6]2[C:7](=[O:28])[C:8]([CH2:13][C:14]3[CH:19]=[CH:18][C:17]([C:20]4[C:21]([C:26]#[N:27])=[CH:22][CH:23]=[CH:24][CH:25]=4)=[CH:16][CH:15]=3)=[C:9]([CH2:10][CH2:11][CH3:12])[N:4]3[N:3]=[C:2]([CH3:1])[N:36]=[C:5]23)[CH2:30][CH2:31]1. (7) Given the reactants Br[C:2]1[CH:7]=[CH:6][C:5]([O:8][CH3:9])=[CH:4][C:3]=1[F:10].[NH2:11][C:12]1[CH:17]=[C:16]([C:18]([O:20][CH3:21])=[O:19])[CH:15]=[CH:14][C:13]=1B(O)O.C([O-])(=O)C.[K+].C(O)C, predict the reaction product. The product is: [NH2:11][C:12]1[CH:17]=[C:16]([C:18]([O:20][CH3:21])=[O:19])[CH:15]=[CH:14][C:13]=1[C:2]1[CH:7]=[CH:6][C:5]([O:8][CH3:9])=[CH:4][C:3]=1[F:10].